Dataset: CYP2C19 inhibition data for predicting drug metabolism from PubChem BioAssay. Task: Regression/Classification. Given a drug SMILES string, predict its absorption, distribution, metabolism, or excretion properties. Task type varies by dataset: regression for continuous measurements (e.g., permeability, clearance, half-life) or binary classification for categorical outcomes (e.g., BBB penetration, CYP inhibition). Dataset: cyp2c19_veith. (1) The molecule is Cc1ccccc1CS(=O)(=O)Cc1ccc(C(=O)NCc2cccnc2)o1. The result is 1 (inhibitor). (2) The molecule is O=S(=O)(O)c1ccc(O)c2ncccc12.O=S(=O)(O)c1ccc(O)c2ncccc12.[Zn]. The result is 0 (non-inhibitor). (3) The drug is COc1ccccc1N1CCN(CCCNc2c(C)c(=O)n(C)c(=O)n2C)CC1. The result is 0 (non-inhibitor). (4) The molecule is CN(C)c1ncc2nc(-c3ccc(Cl)cc3)c(=O)n(Cc3ccc(F)cc3)c2n1. The result is 0 (non-inhibitor). (5) The compound is CN1CCN(CCCN)CC1. The result is 0 (non-inhibitor). (6) The drug is O=S(=O)(c1ccccc1)N1CCCC1c1nc2ccccc2s1. The result is 1 (inhibitor). (7) The drug is O=c1c(-c2ccc(O)cc2)coc2cc(O)ccc12. The result is 1 (inhibitor). (8) The drug is O=S(=O)(c1ccccc1)N1CCC2(CCCN(c3ccccn3)C2)CC1. The result is 1 (inhibitor). (9) The molecule is Cc1ccc(/C(C#N)=C/c2cccc([N+](=O)[O-])c2)cc1. The result is 0 (non-inhibitor). (10) The compound is CO/N=C(/CNC(=O)c1cccc(Cl)c1)c1ccc(Cl)cc1. The result is 1 (inhibitor).